From a dataset of Catalyst prediction with 721,799 reactions and 888 catalyst types from USPTO. Predict which catalyst facilitates the given reaction. (1) Reactant: [C:14]1(P([C:14]2[CH:19]=[CH:18][CH:17]=[CH:16][CH:15]=2)[C:14]2[CH:19]=[CH:18][CH:17]=[CH:16][CH:15]=2)[CH:19]=[CH:18][CH:17]=[CH:16][CH:15]=1.[CH3:20][C:21]1[O:25][C:24]([CH2:26][CH2:27][OH:28])=[CH:23][CH:22]=1.[C:29]([NH:32]C1C=CC(O)=CC=1)(=[O:31])[CH3:30].CCOC(/N=N/C(OCC)=O)=O. Product: [CH3:20][C:21]1[O:25][C:24]([CH2:26][CH2:27][O:28][C:14]2[CH:15]=[CH:16][C:17]([CH2:30][C:29]([NH2:32])=[O:31])=[CH:18][CH:19]=2)=[CH:23][CH:22]=1. The catalyst class is: 168. (2) Reactant: [CH3:1][C:2]1([CH3:16])[C:6]2[CH:7]=[C:8]([CH:11]([OH:15])[CH:12]([CH3:14])[CH3:13])[CH:9]=[CH:10][C:5]=2[O:4][CH2:3]1.[Cr](Cl)([O-])(=O)=O.[NH+]1C=CC=CC=1. Product: [CH3:16][C:2]1([CH3:1])[C:6]2[CH:7]=[C:8]([C:11](=[O:15])[CH:12]([CH3:13])[CH3:14])[CH:9]=[CH:10][C:5]=2[O:4][CH2:3]1. The catalyst class is: 4. (3) Reactant: [F:1][C:2]1[CH:7]=[CH:6][C:5]([C:8]2[CH:9]=[CH:10][CH:11]=[C:12]3[C:16]=2[N:15]([CH2:17][CH2:18][CH3:19])[N:14]=[C:13]3[C:20]2[CH:25]=[CH:24][C:23]([O:26]C)=[CH:22][CH:21]=2)=[CH:4][CH:3]=1.ClC1C=CC=C2C=1N(CCC)N=C2C1C=CC(OC)=CC=1.FC1C=CC([Mg]Br)=CC=1.Cl. Product: [F:1][C:2]1[CH:7]=[CH:6][C:5]([C:8]2[CH:9]=[CH:10][CH:11]=[C:12]3[C:16]=2[N:15]([CH2:17][CH2:18][CH3:19])[N:14]=[C:13]3[C:20]2[CH:21]=[CH:22][C:23]([OH:26])=[CH:24][CH:25]=2)=[CH:4][CH:3]=1. The catalyst class is: 62. (4) Reactant: Cl[C:2]1[C:3]2[C:4](=[CH:19][N:20](CC3C=CC(OC)=CC=3)[N:21]=2)[N:5]=[C:6]([C:8]2[CH:9]=[N:10][C:11]([N:14]3[CH2:18][CH2:17][CH2:16][CH2:15]3)=[CH:12][CH:13]=2)[N:7]=1.[NH:31]1[C:39]2[C:34](=[CH:35][C:36]([NH2:40])=[CH:37][CH:38]=2)[CH:33]=[N:32]1.Cl. Product: [NH:31]1[C:39]2[C:34](=[CH:35][C:36]([NH:40][C:2]3[C:3]4[NH:21][N:20]=[CH:19][C:4]=4[N:5]=[C:6]([C:8]4[CH:9]=[N:10][C:11]([N:14]5[CH2:15][CH2:16][CH2:17][CH2:18]5)=[CH:12][CH:13]=4)[N:7]=3)=[CH:37][CH:38]=2)[CH:33]=[N:32]1. The catalyst class is: 71.